Dataset: Full USPTO retrosynthesis dataset with 1.9M reactions from patents (1976-2016). Task: Predict the reactants needed to synthesize the given product. (1) Given the product [Br:1][C:2]1[C:7](=[O:8])[CH:6]=[CH:5][N:4]([CH3:9])[CH:3]=1, predict the reactants needed to synthesize it. The reactants are: [Br:1][C:2]1[CH:3]=[N:4][CH:5]=[CH:6][C:7]=1[OH:8].[CH3:9]N(C)C=O.C(=O)([O-])[O-].[K+].[K+].CI. (2) Given the product [I:19][C:16]1[CH:17]=[CH:18][C:13](/[CH:12]=[C:11](\[CH3:20])/[CH2:10][N:5]2[CH2:6][CH2:7][C:2]([CH3:1])([OH:8])[CH2:3][CH2:4]2)=[CH:14][CH:15]=1, predict the reactants needed to synthesize it. The reactants are: [CH3:1][C:2]1([OH:8])[CH2:7][CH2:6][NH:5][CH2:4][CH2:3]1.Cl[CH2:10]/[C:11](/[CH3:20])=[CH:12]/[C:13]1[CH:18]=[CH:17][C:16]([I:19])=[CH:15][CH:14]=1.C(N(CC)CC)C. (3) Given the product [F:26][C:23]1[CH:22]=[CH:21][C:20]([C:8]2([C:5]3[CH:4]=[CH:3][C:2]([F:1])=[CH:7][CH:6]=3)[O:12][C:11](=[O:13])[N:10]([CH2:28][C:29]([O:31][CH2:32][CH3:33])=[O:30])[C@H:9]2[C:14]2[CH:19]=[CH:18][CH:17]=[CH:16][CH:15]=2)=[CH:25][CH:24]=1, predict the reactants needed to synthesize it. The reactants are: [F:1][C:2]1[CH:7]=[CH:6][C:5]([C:8]2([C:20]3[CH:25]=[CH:24][C:23]([F:26])=[CH:22][CH:21]=3)[O:12][C:11](=[O:13])[NH:10][C@H:9]2[C:14]2[CH:19]=[CH:18][CH:17]=[CH:16][CH:15]=2)=[CH:4][CH:3]=1.Br[CH2:28][C:29]([O:31][CH2:32][CH3:33])=[O:30].[H-].[Na+]. (4) The reactants are: [F:1][C:2]([CH3:29])([CH3:28])[CH2:3][N:4]1[CH2:9][CH2:8][CH:7]([CH2:10][O:11][C:12]2[N:17]=[N:16][C:15]([C:18]3[CH:27]=[CH:26][C:21]([C:22]([O:24]C)=[O:23])=[CH:20][CH:19]=3)=[CH:14][CH:13]=2)[CH2:6][CH2:5]1.O[Li].O. Given the product [F:1][C:2]([CH3:29])([CH3:28])[CH2:3][N:4]1[CH2:9][CH2:8][CH:7]([CH2:10][O:11][C:12]2[N:17]=[N:16][C:15]([C:18]3[CH:19]=[CH:20][C:21]([C:22]([OH:24])=[O:23])=[CH:26][CH:27]=3)=[CH:14][CH:13]=2)[CH2:6][CH2:5]1, predict the reactants needed to synthesize it. (5) Given the product [CH2:11]([C:4]1[CH:3]=[C:2]([CH2:21][C:22]([OH:18])=[O:23])[CH:8]=[C:7]([CH2:9][CH3:10])[CH:5]=1)[CH3:12], predict the reactants needed to synthesize it. The reactants are: Br[C:2]1[CH:8]=[C:7]([CH2:9][CH3:10])[C:5](N)=[C:4]([CH2:11][CH3:12])[CH:3]=1.Cl.N([O-])=O.[Na+].[OH:18][PH2]=O.[CH3:21][CH2:22][OH:23]. (6) Given the product [Cl:10][S:11]([C:4]1[S:3][C:2]([CH3:1])=[C:6]([C:7]([OH:9])=[O:8])[CH:5]=1)(=[O:13])=[O:12], predict the reactants needed to synthesize it. The reactants are: [CH3:1][C:2]1[S:3][CH:4]=[CH:5][C:6]=1[C:7]([OH:9])=[O:8].[Cl:10][S:11](O)(=[O:13])=[O:12].